This data is from Reaction yield outcomes from USPTO patents with 853,638 reactions. The task is: Predict the reaction yield, written as a fraction of the theoretical maximum amount of product (1.0 means a 100% yield; for example, 0.34 means a 34% yield). (1) The reactants are [Cl:1][C:2]1[C:3]([NH:16][CH:17]2[CH2:22][CH2:21][NH:20][CH2:19][CH:18]2[CH2:23][CH3:24])=[N:4][C:5]([NH:8][C:9]2[C:10]([CH3:15])=[N:11][N:12]([CH3:14])[CH:13]=2)=[N:6][CH:7]=1.C(N(CC)CC)C.Cl[C:33]1[N:38]=[CH:37][C:36]([C:39]#[N:40])=[CH:35][CH:34]=1. The catalyst is CCO. The product is [Cl:1][C:2]1[C:3]([NH:16][CH:17]2[CH2:22][CH2:21][N:20]([C:33]3[CH:34]=[CH:35][C:36]([C:39]#[N:40])=[CH:37][N:38]=3)[CH2:19][CH:18]2[CH2:23][CH3:24])=[N:4][C:5]([NH:8][C:9]2[C:10]([CH3:15])=[N:11][N:12]([CH3:14])[CH:13]=2)=[N:6][CH:7]=1. The yield is 0.420. (2) The reactants are [NH2:1][CH2:2][CH:3]([C:11]1[C:19]2[C:14](=[CH:15][C:16]([NH:20][C:21](=[O:30])[O:22][CH2:23][C:24]3[CH:29]=[CH:28][CH:27]=[CH:26][CH:25]=3)=[CH:17][CH:18]=2)[NH:13][CH:12]=1)[C:4]1[CH:9]=[CH:8][CH:7]=[CH:6][C:5]=1[F:10].O=[CH:32][C:33]([O:35][CH2:36][CH3:37])=[O:34].C1(C)C=CC=CC=1.Cl. The catalyst is O1CCOCC1.C(OCC)(=O)C.CCCCCC. The product is [CH2:23]([O:22][C:21]([NH:20][C:16]1[CH:15]=[C:14]2[C:19]([C:11]3[C:3]([C:4]4[CH:9]=[CH:8][CH:7]=[CH:6][C:5]=4[F:10])=[CH:2][N:1]=[C:32]([C:33]([O:35][CH2:36][CH3:37])=[O:34])[C:12]=3[NH:13]2)=[CH:18][CH:17]=1)=[O:30])[C:24]1[CH:25]=[CH:26][CH:27]=[CH:28][CH:29]=1. The yield is 0.339. (3) The reactants are Br[C:2]1[CH:7]=[CH:6][C:5]([OH:8])=[C:4]([O:9][CH3:10])[CH:3]=1.[CH3:11][S:12]([O-:14])=[O:13].[Na+].CNCCNC.C(OCC)(=O)C. The catalyst is CS(C)=O.O. The product is [CH3:11][S:12]([C:2]1[CH:7]=[CH:6][C:5]([OH:8])=[C:4]([O:9][CH3:10])[CH:3]=1)(=[O:14])=[O:13]. The yield is 0.520. (4) The reactants are [CH3:1][O:2][C:3](=[O:23])[C:4]1[CH:9]=[CH:8][C:7]([O:10][CH3:11])=[C:6]([NH:12][C:13](=[NH:22])[C:14]2[CH:19]=[CH:18][C:17]([F:20])=[C:16]([Cl:21])[CH:15]=2)[CH:5]=1.[O-]Cl.[Na+].C([O-])([O-])=O.[Na+].[Na+]. The catalyst is CO. The product is [CH3:1][O:2][C:3]([C:4]1[C:5]2[N:22]=[C:13]([C:14]3[CH:19]=[CH:18][C:17]([F:20])=[C:16]([Cl:21])[CH:15]=3)[NH:12][C:6]=2[C:7]([O:10][CH3:11])=[CH:8][CH:9]=1)=[O:23]. The yield is 0.300. (5) The product is [N:39]1([NH:38][C:17]([C:14]2[NH:15][N:16]=[C:12]([O:11][CH2:10][C:9]3[C:5]([CH2:1][CH2:2][CH2:3][CH3:4])=[N:6][O:7][C:8]=3[CH3:20])[CH:13]=2)=[O:19])[CH2:40][CH2:37][CH2:36][CH2:35]1. The reactants are [CH2:1]([C:5]1[C:9]([CH2:10][O:11][C:12]2[CH:13]=[C:14]([C:17]([OH:19])=O)[NH:15][N:16]=2)=[C:8]([CH3:20])[O:7][N:6]=1)[CH2:2][CH2:3][CH3:4].FC1C=CC(C2C(CO[C:35]3[CH:36]=[C:37]([C:40](O)=O)[NH:38][N:39]=3)=C(C)ON=2)=CC=1. The yield is 0.480. No catalyst specified. (6) The reactants are [CH3:1][O:2][C:3](=[O:28])[CH2:4][C:5]1[CH:14]=[C:13]([C:15](=[O:26])[C:16]2[CH:21]=[CH:20][C:19]([S:22]([CH3:25])(=[O:24])=[O:23])=[CH:18][CH:17]=2)[C:12]2[C:7](=[CH:8][CH:9]=[C:10]([F:27])[CH:11]=2)[CH:6]=1.[BH4-].[Na+]. The catalyst is CO. The product is [CH3:1][O:2][C:3](=[O:28])[CH2:4][C:5]1[CH:14]=[C:13]([CH:15]([OH:26])[C:16]2[CH:17]=[CH:18][C:19]([S:22]([CH3:25])(=[O:24])=[O:23])=[CH:20][CH:21]=2)[C:12]2[C:7](=[CH:8][CH:9]=[C:10]([F:27])[CH:11]=2)[CH:6]=1. The yield is 0.860. (7) The reactants are [CH3:1][N:2]1[CH2:7][CH2:6][N:5]([S:8]([C:11]2[CH:12]=[C:13]([CH:18]=[CH:19][CH:20]=2)[C:14]([NH:16][NH2:17])=[O:15])(=[O:10])=[O:9])[CH2:4][CH2:3]1.[Cl:21][C:22]1[CH:23]=[CH:24][C:25]([OH:31])=[C:26]([C:28](=O)[CH3:29])[CH:27]=1. The catalyst is CO.C(O)(=O)C. The product is [Cl:21][C:22]1[CH:23]=[CH:24][C:25]([OH:31])=[C:26](/[C:28](=[N:17]/[NH:16][C:14](=[O:15])[C:13]2[CH:18]=[CH:19][CH:20]=[C:11]([S:8]([N:5]3[CH2:6][CH2:7][N:2]([CH3:1])[CH2:3][CH2:4]3)(=[O:10])=[O:9])[CH:12]=2)/[CH3:29])[CH:27]=1. The yield is 0.534. (8) The reactants are [CH3:1][C:2]1[CH:7]=[CH:6][CH:5]=[C:4]([CH3:8])[C:3]=1[C:9]1[N:35]=[C:12]2[CH:13]=[CH:14][C:15]([CH2:17][O:18][C:19]3[CH:24]=[CH:23][C:22]([C@@H:25]([C:32]#[C:33][CH3:34])[CH2:26][C:27]([O:29]CC)=[O:28])=[CH:21][CH:20]=3)=[CH:16][N:11]2[N:10]=1.[OH-].[Na+]. The catalyst is CCO. The product is [CH3:1][C:2]1[CH:7]=[CH:6][CH:5]=[C:4]([CH3:8])[C:3]=1[C:9]1[N:35]=[C:12]2[CH:13]=[CH:14][C:15]([CH2:17][O:18][C:19]3[CH:20]=[CH:21][C:22]([C@@H:25]([C:32]#[C:33][CH3:34])[CH2:26][C:27]([OH:29])=[O:28])=[CH:23][CH:24]=3)=[CH:16][N:11]2[N:10]=1. The yield is 0.750. (9) The reactants are [CH2:1]([O:8][C:9](=[O:14])[C@H:10]([CH2:12][OH:13])[NH2:11])[C:2]1[CH:7]=[CH:6][CH:5]=[CH:4][CH:3]=1.[C:15]([O:27][C@H:28]([CH2:33][CH2:34][CH2:35][CH2:36][CH2:37][CH2:38][CH2:39][CH2:40][CH2:41][CH2:42][CH3:43])[CH2:29][C:30](O)=[O:31])(=[O:26])[CH2:16][CH2:17][CH2:18][CH2:19][CH2:20][CH2:21][CH2:22][CH2:23][CH2:24][CH3:25].C(Cl)CCl.CI. The catalyst is C(Cl)Cl. The product is [CH2:1]([O:8][C:9](=[O:14])[C@H:10]([CH2:12][OH:13])[NH:11][C:30](=[O:31])[CH2:29][C@H:28]([O:27][C:15](=[O:26])[CH2:16][CH2:17][CH2:18][CH2:19][CH2:20][CH2:21][CH2:22][CH2:23][CH2:24][CH3:25])[CH2:33][CH2:34][CH2:35][CH2:36][CH2:37][CH2:38][CH2:39][CH2:40][CH2:41][CH2:42][CH3:43])[C:2]1[CH:7]=[CH:6][CH:5]=[CH:4][CH:3]=1. The yield is 0.920. (10) The reactants are [CH3:1][N:2]([S:22]([C:25]1[S:26][CH:27]=[CH:28][CH:29]=1)(=[O:24])=[O:23])[C:3]1[CH:4]=[CH:5][CH:6]=[C:7]2[C:11]=1[NH:10][C:9]([C:12]1[S:13][C:14]([CH2:17][CH2:18][C:19](O)=[O:20])=[CH:15][N:16]=1)=[CH:8]2.[N:30]1(O)C2C=CC=CC=2N=N1.Cl.CN(C)CCCN=C=NCC.N. The catalyst is O.CN(C)C=O. The product is [CH3:1][N:2]([S:22]([C:25]1[S:26][CH:27]=[CH:28][CH:29]=1)(=[O:24])=[O:23])[C:3]1[CH:4]=[CH:5][CH:6]=[C:7]2[C:11]=1[NH:10][C:9]([C:12]1[S:13][C:14]([CH2:17][CH2:18][C:19]([NH2:30])=[O:20])=[CH:15][N:16]=1)=[CH:8]2. The yield is 0.980.